The task is: Predict the product of the given reaction.. This data is from Forward reaction prediction with 1.9M reactions from USPTO patents (1976-2016). (1) Given the reactants C(Cl)(=O)C(Cl)=O.[CH3:7][O:8][C:9]1[CH:23]=[CH:22][C:12]([CH2:13][N:14]2[CH:18]=[C:17]([C:19](O)=[O:20])[CH:16]=[N:15]2)=[CH:11][CH:10]=1.[NH3:24].O, predict the reaction product. The product is: [CH3:7][O:8][C:9]1[CH:23]=[CH:22][C:12]([CH2:13][N:14]2[CH:18]=[C:17]([C:19]([NH2:24])=[O:20])[CH:16]=[N:15]2)=[CH:11][CH:10]=1. (2) The product is: [NH2:1][C:2]1[C:11]2[CH:10]=[CH:9][C:8]([F:12])=[C:7]([C:24]3[CH:25]=[C:26]([O:29][CH3:30])[CH:27]=[CH:28][C:23]=3[F:22])[C:6]=2[N:5]=[C:4]2[CH2:14][N:15]([CH:18]3[CH2:21][CH2:20][CH2:19]3)[C:16](=[O:17])[C:3]=12. Given the reactants [NH2:1][C:2]1[C:11]2[CH:10]=[CH:9][C:8]([F:12])=[C:7](Br)[C:6]=2[N:5]=[C:4]2[CH2:14][N:15]([CH:18]3[CH2:21][CH2:20][CH2:19]3)[C:16](=[O:17])[C:3]=12.[F:22][C:23]1[CH:28]=[CH:27][C:26]([O:29][CH3:30])=[CH:25][C:24]=1B(O)O, predict the reaction product. (3) Given the reactants C([O:4][CH2:5][CH:6]1[CH2:10][CH2:9][N:8]([C:11]2[C:16](/[CH:17]=[C:18](\[CH3:39])/[C:19]([NH:21][C:22]3[CH:27]=[CH:26][C:25]([S:28]([CH2:30][C:31]4[N:35]([CH2:36][CH2:37][CH3:38])[CH:34]=[N:33][N:32]=4)=[O:29])=[CH:24][CH:23]=3)=[O:20])=[CH:15][C:14]([C:40]3[CH:45]=[CH:44][C:43]([O:46][CH2:47][CH2:48][O:49][CH2:50][CH2:51][CH2:52][CH3:53])=[CH:42][CH:41]=3)=[CH:13][N:12]=2)[CH2:7]1)(=O)C.[OH-].[Na+].O.Cl, predict the reaction product. The product is: [CH2:50]([O:49][CH2:48][CH2:47][O:46][C:43]1[CH:42]=[CH:41][C:40]([C:14]2[CH:15]=[C:16](/[CH:17]=[C:18](\[CH3:39])/[C:19]([NH:21][C:22]3[CH:23]=[CH:24][C:25]([S:28]([CH2:30][C:31]4[N:35]([CH2:36][CH2:37][CH3:38])[CH:34]=[N:33][N:32]=4)=[O:29])=[CH:26][CH:27]=3)=[O:20])[C:11]([N:8]3[CH2:9][CH2:10][CH:6]([CH2:5][OH:4])[CH2:7]3)=[N:12][CH:13]=2)=[CH:45][CH:44]=1)[CH2:51][CH2:52][CH3:53]. (4) Given the reactants [NH2:1][C:2]1[CH:3]=[N:4][NH:5][CH:6]=1.[H-].[Na+].[Cl:9][C:10]1[CH:31]=[CH:30][C:13]([CH2:14][C:15]2[C:16](=[O:29])[NH:17][C:18](S(C)(=O)=O)=[N:19][C:20]=2[C:21]([F:24])([F:23])[F:22])=[CH:12][C:11]=1[C:32]([F:35])([F:34])[F:33], predict the reaction product. The product is: [NH2:1][C:2]1[CH:3]=[N:4][N:5]([C:18]2[NH:17][C:16](=[O:29])[C:15]([CH2:14][C:13]3[CH:30]=[CH:31][C:10]([Cl:9])=[C:11]([C:32]([F:34])([F:35])[F:33])[CH:12]=3)=[C:20]([C:21]([F:23])([F:24])[F:22])[N:19]=2)[CH:6]=1. (5) Given the reactants [CH3:1][C:2]1[CH:7]=[CH:6][C:5]([S:8]([O:11][CH2:12][C@H:13]2[CH2:22][CH2:21][C:20]3[C:15](=[C:16](OS(C(F)(F)F)(=O)=O)[CH:17]=[CH:18][CH:19]=3)[O:14]2)(=[O:10])=[O:9])=[CH:4][CH:3]=1.[Cl:31][C:32]1[CH:37]=[CH:36][C:35]([Cl:38])=[CH:34][C:33]=1B(O)O.C(=O)([O-])[O-].[K+].[K+].[Cl-].[Li+], predict the reaction product. The product is: [CH3:1][C:2]1[CH:3]=[CH:4][C:5]([S:8]([O:11][CH2:12][C@H:13]2[CH2:22][CH2:21][C:20]3[C:15](=[C:16]([C:33]4[CH:34]=[C:35]([Cl:38])[CH:36]=[CH:37][C:32]=4[Cl:31])[CH:17]=[CH:18][CH:19]=3)[O:14]2)(=[O:10])=[O:9])=[CH:6][CH:7]=1. (6) Given the reactants Cl.Cl.[Cl:3][C:4]1[CH:9]=[CH:8][C:7]([C:10]2[CH:15]=[CH:14][C:13]([O:16][C:17]([F:20])([F:19])[F:18])=[C:12]([CH2:21][NH:22][C@H:23]3[CH2:28][CH2:27][NH:26][CH2:25][C@H:24]3[C:29]3[CH:34]=[CH:33][CH:32]=[CH:31][CH:30]=3)[CH:11]=2)=[CH:6][CH:5]=1.[CH3:35][C:36]1([CH3:47])[O:40][C:39](=[O:41])[N:38]([CH2:42][C:43](O)=[O:44])[C:37]1=[O:46].CCN=C=NCCCN(C)C.Cl.C1C=CC2N(O)N=NC=2C=1.Cl.C(OCC)(=O)C, predict the reaction product. The product is: [ClH:3].[Cl:3][C:4]1[CH:9]=[CH:8][C:7]([C:10]2[CH:15]=[CH:14][C:13]([O:16][C:17]([F:19])([F:20])[F:18])=[C:12]([CH2:21][NH:22][C@H:23]3[CH2:28][CH2:27][N:26]([C:43](=[O:44])[CH2:42][N:38]4[C:37](=[O:46])[C:36]([CH3:47])([CH3:35])[O:40][C:39]4=[O:41])[CH2:25][C@H:24]3[C:29]3[CH:30]=[CH:31][CH:32]=[CH:33][CH:34]=3)[CH:11]=2)=[CH:6][CH:5]=1. (7) Given the reactants [CH:1]([O:4][C:5](=[O:14])[C:6]1[CH:11]=[CH:10][CH:9]=[C:8]([C:12]#[CH:13])[CH:7]=1)([CH3:3])[CH3:2].[CH2:15]([O:17][C:18](=[O:28])[CH2:19][C:20]1[CH:25]=[CH:24][C:23](I)=[CH:22][C:21]=1[F:27])[CH3:16].C(N(CC)CC)C.C(OCC)(=O)C, predict the reaction product. The product is: [CH:1]([O:4][C:5](=[O:14])[C:6]1[CH:11]=[CH:10][CH:9]=[C:8]([C:12]#[C:13][C:23]2[CH:24]=[CH:25][C:20]([CH2:19][C:18]([O:17][CH2:15][CH3:16])=[O:28])=[C:21]([F:27])[CH:22]=2)[CH:7]=1)([CH3:3])[CH3:2].